From a dataset of Forward reaction prediction with 1.9M reactions from USPTO patents (1976-2016). Predict the product of the given reaction. (1) Given the reactants [CH:1]([C:3]1[N:7]([CH3:8])[C:6]([C:9]#[N:10])=[CH:5][CH:4]=1)=O.[CH3:11][N:12]([CH2:14][C:15]1[C:23]2[O:22][N:21]=[C:20]([CH2:24][CH2:25][CH:26]3[CH2:31][CH2:30][NH:29][CH2:28][CH2:27]3)[C:19]=2[CH:18]=[CH:17][C:16]=1[O:32][CH2:33][CH:34]1[CH2:36][CH2:35]1)[CH3:13].C(O[BH-](OC(=O)C)OC(=O)C)(=O)C.[Na+].C(=O)(O)[O-].[Na+].[OH-].[Na+], predict the reaction product. The product is: [CH:34]1([CH2:33][O:32][C:16]2[CH:17]=[CH:18][C:19]3[C:20]([CH2:24][CH2:25][CH:26]4[CH2:31][CH2:30][N:29]([CH2:1][C:3]5[N:7]([CH3:8])[C:6]([C:9]#[N:10])=[CH:5][CH:4]=5)[CH2:28][CH2:27]4)=[N:21][O:22][C:23]=3[C:15]=2[CH2:14][N:12]([CH3:13])[CH3:11])[CH2:36][CH2:35]1. (2) Given the reactants [C@H:1]12[CH2:6][C@H:5]1[CH2:4][NH:3][C@@H:2]2[CH2:7][NH:8][C:9](=[O:14])[C:10]([F:13])([F:12])[F:11].[Cl:15][C:16]1[CH:17]=[C:18]([C:22]2[S:26][C:25]([CH3:27])=[N:24][C:23]=2[C:28](O)=[O:29])[CH:19]=[CH:20][CH:21]=1, predict the reaction product. The product is: [Cl:15][C:16]1[CH:17]=[C:18]([C:22]2[S:26][C:25]([CH3:27])=[N:24][C:23]=2[C:28]([N:3]2[CH2:4][C@H:5]3[C@H:1]([CH2:6]3)[C@H:2]2[CH2:7][NH:8][C:9](=[O:14])[C:10]([F:12])([F:11])[F:13])=[O:29])[CH:19]=[CH:20][CH:21]=1.